This data is from Forward reaction prediction with 1.9M reactions from USPTO patents (1976-2016). The task is: Predict the product of the given reaction. (1) Given the reactants [Br:1][C:2]1[CH:3]=[C:4]([C:8]2[O:9][C:10](=[O:13])[CH2:11][N:12]=2)[CH:5]=[CH:6][CH:7]=1.CO[C:16]1[CH2:17][CH2:18][CH2:19][CH2:20][N:21]=1, predict the reaction product. The product is: [Br:1][C:2]1[CH:3]=[C:4]([C:8]2[O:9][C:10](=[O:13])[CH:11]([C:16]3[CH2:17][CH2:18][CH2:19][CH2:20][N:21]=3)[N:12]=2)[CH:5]=[CH:6][CH:7]=1. (2) Given the reactants [Cl:1][C:2]1[N:3]=[C:4]([O:9][CH3:10])[C:5]([NH2:8])=[N:6][CH:7]=1.[Cl:11][C:12]1[CH:17]=[C:16]([Cl:18])[CH:15]=[CH:14][C:13]=1[S:19](Cl)(=[O:21])=[O:20], predict the reaction product. The product is: [Cl:1][C:2]1[N:3]=[C:4]([O:9][CH3:10])[C:5]([NH:8][S:19]([C:13]2[CH:14]=[CH:15][C:16]([Cl:18])=[CH:17][C:12]=2[Cl:11])(=[O:21])=[O:20])=[N:6][CH:7]=1.